Dataset: Reaction yield outcomes from USPTO patents with 853,638 reactions. Task: Predict the reaction yield, written as a fraction of the theoretical maximum amount of product (1.0 means a 100% yield; for example, 0.34 means a 34% yield). (1) The reactants are C(N(C(C)C)CC)(C)C.[Br:10][C:11]1[CH:12]=[C:13]([CH:17]=[CH:18][C:19]=1[F:20])[C:14]([OH:16])=O.Cl.[CH3:22][O:23][C:24](=[O:30])[C@H:25]([C@@H:27]([CH3:29])[OH:28])[NH2:26].CCN=C=NCCCN(C)C.C1C=CC2N(O)N=NC=2C=1. The catalyst is CN(C=O)C.CCOC(C)=O. The product is [CH3:22][O:23][C:24](=[O:30])[C@@H:25]([NH:26][C:14](=[O:16])[C:13]1[CH:17]=[CH:18][C:19]([F:20])=[C:11]([Br:10])[CH:12]=1)[C@H:27]([OH:28])[CH3:29]. The yield is 1.00. (2) The reactants are Cl[CH2:2][C@H:3]1[O:8][CH2:7][C@@H:6]2[CH2:9][CH2:10][CH2:11][N:5]2[CH2:4]1.[C:12]([O-:15])(=[O:14])[CH3:13].[K+]. The catalyst is CN(C)C=O. The product is [C:12]([O:15][CH2:2][C@H:3]1[O:8][CH2:7][C@@H:6]2[CH2:9][CH2:10][CH2:11][N:5]2[CH2:4]1)(=[O:14])[CH3:13]. The yield is 0.970. (3) The reactants are [N:1]1[CH:6]=[CH:5][C:4](/[CH:7]=[CH:8]/[C:9]2[C:17]3[C:12](=[CH:13][C:14]([CH:18]=O)=[CH:15][CH:16]=3)[N:11]([CH2:20][O:21][CH2:22][CH2:23][Si:24]([CH3:27])([CH3:26])[CH3:25])[N:10]=2)=[CH:3][CH:2]=1.[NH:28]1[C:36]2[C:31](=[CH:32][CH:33]=[CH:34][CH:35]=2)[CH2:30][C:29]1=[O:37].N1CCCCC1. The catalyst is CO. The product is [N:1]1[CH:6]=[CH:5][C:4](/[CH:7]=[CH:8]/[C:9]2[C:17]3[C:12](=[CH:13][C:14](/[CH:18]=[C:30]4/[C:29](=[O:37])[NH:28][C:36]5[C:31]/4=[CH:32][CH:33]=[CH:34][CH:35]=5)=[CH:15][CH:16]=3)[N:11]([CH2:20][O:21][CH2:22][CH2:23][Si:24]([CH3:27])([CH3:26])[CH3:25])[N:10]=2)=[CH:3][CH:2]=1. The yield is 0.790.